The task is: Predict the reaction yield, written as a fraction of the theoretical maximum amount of product (1.0 means a 100% yield; for example, 0.34 means a 34% yield).. This data is from Reaction yield outcomes from USPTO patents with 853,638 reactions. (1) The reactants are [BH4-].[Na+].[CH2:3]([O:10][C:11]1[CH:12]=[CH:13][C:14]([Br:24])=[C:15]([CH:17]=[C:18]([C:22]#[N:23])[C:19]([OH:21])=[O:20])[CH:16]=1)[C:4]1[CH:9]=[CH:8][CH:7]=[CH:6][CH:5]=1. The catalyst is C([O-])(O)=O.[Na+].CO. The product is [CH2:3]([O:10][C:11]1[CH:12]=[CH:13][C:14]([Br:24])=[C:15]([CH2:17][CH:18]([C:22]#[N:23])[C:19]([OH:21])=[O:20])[CH:16]=1)[C:4]1[CH:5]=[CH:6][CH:7]=[CH:8][CH:9]=1. The yield is 0.970. (2) The reactants are [CH3:1][C:2]1[O:6][C:5]([C:7]2[CH:22]=[CH:21][C:10]([C:11]([NH:13][CH2:14][C:15]3[CH:16]=[N:17][CH:18]=[CH:19][CH:20]=3)=[O:12])=[CH:9][CH:8]=2)=[N:4][C:3]=1[CH2:23][S:24]([CH:27]1[CH2:32][CH2:31][NH:30][CH2:29][CH2:28]1)(=[O:26])=[O:25].[C:33]1(=O)[CH2:38][CH2:37][CH2:36][CH2:35][CH2:34]1.C(O)(=O)C.C(O[BH-](OC(=O)C)OC(=O)C)(=O)C.[Na+]. The catalyst is ClCCCl. The product is [CH:33]1([N:30]2[CH2:29][CH2:28][CH:27]([S:24]([CH2:23][C:3]3[N:4]=[C:5]([C:7]4[CH:8]=[CH:9][C:10]([C:11]([NH:13][CH2:14][C:15]5[CH:16]=[N:17][CH:18]=[CH:19][CH:20]=5)=[O:12])=[CH:21][CH:22]=4)[O:6][C:2]=3[CH3:1])(=[O:25])=[O:26])[CH2:32][CH2:31]2)[CH2:38][CH2:37][CH2:36][CH2:35][CH2:34]1. The yield is 0.990. (3) The reactants are [C:1]1([C:7]2[CH:23]=[CH:22][C:10]3[N:11]=[C:12]([CH2:14][C:15]4[O:19][C:18]([CH2:20][NH2:21])=[N:17][N:16]=4)[S:13][C:9]=3[CH:8]=2)[CH:6]=[CH:5][CH:4]=[CH:3][CH:2]=1.[C:24]([O:28][C:29]([N-:31][S:32](N1C=CC(=[N+](C)C)C=C1)(=[O:34])=[O:33])=[O:30])([CH3:27])([CH3:26])[CH3:25]. The catalyst is ClCCl.[NH4+].[Cl-]. The product is [C:1]1([C:7]2[CH:23]=[CH:22][C:10]3[N:11]=[C:12]([CH2:14][C:15]4[O:19][C:18]([CH2:20][NH:21][S:32]([NH:31][C:29](=[O:30])[O:28][C:24]([CH3:26])([CH3:25])[CH3:27])(=[O:33])=[O:34])=[N:17][N:16]=4)[S:13][C:9]=3[CH:8]=2)[CH:2]=[CH:3][CH:4]=[CH:5][CH:6]=1. The yield is 0.950. (4) The reactants are [C:1]([CH:3]1[CH2:6][N:5]([C:7]([O:9][C:10]([CH3:13])([CH3:12])[CH3:11])=[O:8])[CH2:4]1)#[N:2].Cl.[NH2:15][OH:16].C(N(CC)CC)C. The catalyst is C(O)C. The product is [NH2:2]/[C:1](=[N:15]\[OH:16])/[CH:3]1[CH2:6][N:5]([C:7]([O:9][C:10]([CH3:13])([CH3:12])[CH3:11])=[O:8])[CH2:4]1. The yield is 0.760. (5) The product is [CH2:1]([S:16][CH:17]([CH2:23][CH3:24])[C:18]([OH:20])=[O:19])[CH2:2]/[CH:3]=[CH:4]\[CH2:5]/[CH:6]=[CH:7]\[CH2:8]/[CH:9]=[CH:10]\[CH2:11]/[CH:12]=[CH:13]\[CH2:14][CH3:15]. The yield is 0.910. The catalyst is C(O)C.O. The reactants are [CH2:1]([S:16][CH:17]([CH2:23][CH3:24])[C:18]([O:20]CC)=[O:19])[CH2:2]/[CH:3]=[CH:4]\[CH2:5]/[CH:6]=[CH:7]\[CH2:8]/[CH:9]=[CH:10]\[CH2:11]/[CH:12]=[CH:13]\[CH2:14][CH3:15].Cl. (6) The reactants are [C:1]([OH:9])(=O)[C:2]1[CH:7]=[CH:6][CH:5]=[CH:4][CH:3]=1.[Br:10][C:11]1[CH:17]=[CH:16][C:14]([NH2:15])=[CH:13][CH:12]=1. No catalyst specified. The product is [NH2:15][C:14]1[CH:16]=[CH:17][C:11]([Br:10])=[CH:12][C:13]=1[C:1]([C:2]1[CH:3]=[CH:4][CH:5]=[CH:6][CH:7]=1)=[O:9]. The yield is 0.198. (7) The reactants are [CH3:1][S:2](Cl)(=[O:4])=[O:3].[Cl:6][C:7]1[CH:8]=[C:9]([OH:22])[CH:10]=[C:11]([B:13]2[O:17][C:16]([CH3:19])([CH3:18])[C:15]([CH3:21])([CH3:20])[O:14]2)[CH:12]=1.C(N(CC)CC)C. The yield is 0.860. The product is [CH3:1][S:2]([O:22][C:9]1[CH:10]=[C:11]([B:13]2[O:17][C:16]([CH3:18])([CH3:19])[C:15]([CH3:21])([CH3:20])[O:14]2)[CH:12]=[C:7]([Cl:6])[CH:8]=1)(=[O:4])=[O:3]. The catalyst is ClCCl. (8) The reactants are [C:1]([O:5][C:6](=[O:31])[NH:7][C:8]1([C:12]2[CH:17]=[CH:16][C:15](C(=O)C(C3C=CC=CC=3)=CN(C)C)=[CH:14][CH:13]=2)[CH2:11][CH2:10][CH2:9]1)([CH3:4])([CH3:3])[CH3:2].[C:32]1(=[O:40])[CH2:38][CH2:37][CH2:36][CH2:35][C:34](=O)[CH2:33]1.[C:41](O)(=O)[CH3:42]. No catalyst specified. The product is [C:1]([O:5][C:6](=[O:31])[NH:7][C:8]1([C:12]2[CH:13]=[CH:14][C:15]([C:8]3[N:7]=[C:34]4[CH2:35][CH2:36][CH2:37][CH2:38][C:32](=[O:40])[C:33]4=[CH:10][C:9]=3[C:41]3[CH:42]=[CH:14][CH:13]=[CH:12][CH:17]=3)=[CH:16][CH:17]=2)[CH2:11][CH2:10][CH2:9]1)([CH3:3])([CH3:2])[CH3:4]. The yield is 0.240. (9) The reactants are [CH3:1][S:2]([C:5]1[CH:10]=[CH:9][C:8]([C:11]2[N:16]=[CH:15][C:14]([OH:17])=[CH:13][N:12]=2)=[CH:7][CH:6]=1)(=[O:4])=[O:3].[CH3:18][CH:19]([C:21]1[N:25]=[C:24]([N:26]2[CH2:31][CH2:30][CH:29]([CH2:32]O)[CH2:28][CH2:27]2)[O:23][N:22]=1)[CH3:20].C1C=CC(P(C2C=CC=CC=2)C2C=CC=CC=2)=CC=1.N(C(OC(C)C)=O)=NC(OC(C)C)=O. The catalyst is C1COCC1. The product is [CH3:20][CH:19]([C:21]1[N:25]=[C:24]([N:26]2[CH2:27][CH2:28][CH:29]([CH2:32][O:17][C:14]3[CH:15]=[N:16][C:11]([C:8]4[CH:7]=[CH:6][C:5]([S:2]([CH3:1])(=[O:3])=[O:4])=[CH:10][CH:9]=4)=[N:12][CH:13]=3)[CH2:30][CH2:31]2)[O:23][N:22]=1)[CH3:18]. The yield is 0.750. (10) The reactants are [CH3:1][N:2]1[C:6]([C:7]([NH:9][C:10]2[CH:11]=[C:12]([C:16]#[C:17][C:18]3[CH:19]=[C:20]([C:24]([N:26]=[S:27]([C:30]4[CH:31]=[C:32]([CH:37]=[CH:38][CH:39]=4)[C:33]([O:35]C)=[O:34])([CH3:29])=[O:28])=[O:25])[CH:21]=[N:22][CH:23]=3)[CH:13]=[CH:14][CH:15]=2)=[O:8])=[CH:5][C:4]([CH3:40])=[N:3]1.[OH-].[Na+].C(O)(=O)C. The catalyst is C1COCC1. The product is [CH3:1][N:2]1[C:6]([C:7]([NH:9][C:10]2[CH:11]=[C:12]([C:16]#[C:17][C:18]3[CH:19]=[C:20]([C:24]([N:26]=[S:27]([C:30]4[CH:31]=[C:32]([CH:37]=[CH:38][CH:39]=4)[C:33]([OH:35])=[O:34])([CH3:29])=[O:28])=[O:25])[CH:21]=[N:22][CH:23]=3)[CH:13]=[CH:14][CH:15]=2)=[O:8])=[CH:5][C:4]([CH3:40])=[N:3]1. The yield is 0.620.